Dataset: Peptide-MHC class II binding affinity with 134,281 pairs from IEDB. Task: Regression. Given a peptide amino acid sequence and an MHC pseudo amino acid sequence, predict their binding affinity value. This is MHC class II binding data. (1) The binding affinity (normalized) is 0.492. The peptide sequence is VPTSWVPQGRTTWSI. The MHC is DRB1_1101 with pseudo-sequence DRB1_1101. (2) The peptide sequence is KNPTDTGHGTVVMQV. The MHC is DRB1_1101 with pseudo-sequence DRB1_1101. The binding affinity (normalized) is 0. (3) The peptide sequence is RKHIEWNCDVCRHGD. The MHC is HLA-DQA10501-DQB10301 with pseudo-sequence HLA-DQA10501-DQB10301. The binding affinity (normalized) is 0. (4) The peptide sequence is LWDIPTPKIIEECEH. The binding affinity (normalized) is 0.243. The MHC is DRB3_0101 with pseudo-sequence DRB3_0101. (5) The peptide sequence is EIVQFLEETFAAYDQ. The MHC is DRB5_0101 with pseudo-sequence DRB5_0101. The binding affinity (normalized) is 0.216. (6) The peptide sequence is AAATAGTTVYVAFAA. The MHC is HLA-DQA10501-DQB10301 with pseudo-sequence HLA-DQA10501-DQB10301. The binding affinity (normalized) is 0.539.